From a dataset of Full USPTO retrosynthesis dataset with 1.9M reactions from patents (1976-2016). Predict the reactants needed to synthesize the given product. (1) Given the product [C:20]1([C:13]([C:14]2[CH:15]=[CH:16][CH:17]=[CH:18][CH:19]=2)=[N:26][C:2]2[CH:7]=[N:6][C:5]([CH2:8][S:9]([CH3:12])(=[O:11])=[O:10])=[CH:4][CH:3]=2)[CH:21]=[CH:22][CH:23]=[CH:24][CH:25]=1, predict the reactants needed to synthesize it. The reactants are: Br[C:2]1[CH:3]=[CH:4][C:5]([CH2:8][S:9]([CH3:12])(=[O:11])=[O:10])=[N:6][CH:7]=1.[C:13](=[NH:26])([C:20]1[CH:25]=[CH:24][CH:23]=[CH:22][CH:21]=1)[C:14]1[CH:19]=[CH:18][CH:17]=[CH:16][CH:15]=1. (2) Given the product [N+:36]([C:20]1[CH:21]=[C:22]([C:23]([C:25]2[CH:33]=[CH:32][CH:31]=[CH:30][C:26]=2[C:27]([OH:29])=[O:28])=[O:24])[CH:34]=[CH:35][C:19]=1[N:1]1[CH2:6][CH2:5][CH:4]([N:7]2[C:16]3[C:11](=[CH:12][CH:13]=[CH:14][CH:15]=3)[CH2:10][CH2:9][C:8]2=[O:17])[CH2:3][CH2:2]1)([O-:38])=[O:37], predict the reactants needed to synthesize it. The reactants are: [NH:1]1[CH2:6][CH2:5][CH:4]([N:7]2[C:16]3[C:11](=[CH:12][CH:13]=[CH:14][CH:15]=3)[CH2:10][CH2:9][C:8]2=[O:17])[CH2:3][CH2:2]1.Cl[C:19]1[CH:35]=[CH:34][C:22]([C:23]([C:25]2[CH:33]=[CH:32][CH:31]=[CH:30][C:26]=2[C:27]([OH:29])=[O:28])=[O:24])=[CH:21][C:20]=1[N+:36]([O-:38])=[O:37].